Predict the reactants needed to synthesize the given product. From a dataset of Full USPTO retrosynthesis dataset with 1.9M reactions from patents (1976-2016). (1) Given the product [NH2:13][C:11]1[N:12]=[C:7]([N:1]2[CH2:2][CH2:3][N:4]([C:32](=[O:33])[CH2:31][O:30][C:29]3[CH:35]=[CH:36][C:26]([O:25][CH3:24])=[CH:27][CH:28]=3)[CH2:5][CH2:6]2)[C:8]2[N:16]=[C:15]([C:17]3[CH:22]=[CH:21][C:20]([CH3:23])=[CH:19][CH:18]=3)[S:14][C:9]=2[N:10]=1, predict the reactants needed to synthesize it. The reactants are: [N:1]1([C:7]2[C:8]3[N:16]=[C:15]([C:17]4[CH:22]=[CH:21][C:20]([CH3:23])=[CH:19][CH:18]=4)[S:14][C:9]=3[N:10]=[C:11]([NH2:13])[N:12]=2)[CH2:6][CH2:5][NH:4][CH2:3][CH2:2]1.[CH3:24][O:25][C:26]1[CH:36]=[CH:35][C:29]([O:30][CH2:31][C:32](O)=[O:33])=[CH:28][CH:27]=1. (2) The reactants are: [C:1]([C:4]1[C:5]([O:23][CH2:24][CH3:25])=[C:6]([CH:12]2[CH2:15][N:14]([C:16]([O:18][C:19]([CH3:22])([CH3:21])[CH3:20])=[O:17])[CH2:13]2)[C:7]([F:11])=[C:8]([Cl:10])[CH:9]=1)(=[O:3])[CH3:2].[BH4-].[Na+]. Given the product [Cl:10][C:8]1[C:7]([F:11])=[C:6]([CH:12]2[CH2:13][N:14]([C:16]([O:18][C:19]([CH3:20])([CH3:22])[CH3:21])=[O:17])[CH2:15]2)[C:5]([O:23][CH2:24][CH3:25])=[C:4]([CH:1]([OH:3])[CH3:2])[CH:9]=1, predict the reactants needed to synthesize it. (3) The reactants are: [C:1]1([N:7]2[C:11]([C:12]3[S:13][CH:14]=[CH:15][CH:16]=3)=[CH:10][C:9]([CH2:17][CH2:18][CH:19]=O)=[N:8]2)[CH:6]=[CH:5][CH:4]=[CH:3][CH:2]=1.[F:21][C:22]1[CH:27]=[CH:26][CH:25]=[CH:24][C:23]=1[N:28]1[CH2:33][CH2:32][NH:31][CH2:30][CH2:29]1.CCN(C(C)C)C(C)C.[BH-](OC(C)=O)(OC(C)=O)OC(C)=O.[Na+]. Given the product [F:21][C:22]1[CH:27]=[CH:26][CH:25]=[CH:24][C:23]=1[N:28]1[CH2:33][CH2:32][N:31]([CH2:19][CH2:18][CH2:17][C:9]2[CH:10]=[C:11]([C:12]3[S:13][CH:14]=[CH:15][CH:16]=3)[N:7]([C:1]3[CH:6]=[CH:5][CH:4]=[CH:3][CH:2]=3)[N:8]=2)[CH2:30][CH2:29]1, predict the reactants needed to synthesize it. (4) Given the product [NH2:40][C:38]1[S:37][C:35]2[CH2:36][C@H:31]([N:30]([CH2:29][CH2:28][CH3:27])[CH2:18][CH2:17][N:14]3[CH2:13][CH2:12][N:11]([C:10]4[C:2]([Cl:1])=[C:3]5[C:7](=[CH:8][CH:9]=4)[N:6]([C:20]([O:22][C:23]([CH3:25])([CH3:26])[CH3:24])=[O:21])[CH:5]=[CH:4]5)[CH2:16][CH2:15]3)[CH2:32][CH2:33][C:34]=2[N:39]=1, predict the reactants needed to synthesize it. The reactants are: [Cl:1][C:2]1[C:10]([N:11]2[CH2:16][CH2:15][N:14]([CH2:17][CH:18]=O)[CH2:13][CH2:12]2)=[CH:9][CH:8]=[C:7]2[C:3]=1[CH:4]=[CH:5][N:6]2[C:20]([O:22][C:23]([CH3:26])([CH3:25])[CH3:24])=[O:21].[CH3:27][CH2:28][CH2:29][NH:30][C@H:31]1[CH2:36][C:35]2[S:37][C:38]([NH2:40])=[N:39][C:34]=2[CH2:33][CH2:32]1.[BH-](OC(C)=O)(OC(C)=O)OC(C)=O.[Na+]. (5) Given the product [Cl:1][C:2]1[CH:7]=[CH:6][C:5]([CH:8]([C:26]2[CH:31]=[CH:30][C:29]([CH2:32][N:48]3[CH2:52][CH2:51][CH2:50][CH2:49]3)=[CH:28][CH:27]=2)[N:9]2[CH2:12][C:11](=[C:13]([C:18]3[CH:23]=[C:22]([F:24])[CH:21]=[C:20]([F:25])[CH:19]=3)[S:14]([CH3:17])(=[O:16])=[O:15])[CH2:10]2)=[CH:4][CH:3]=1, predict the reactants needed to synthesize it. The reactants are: [Cl:1][C:2]1[CH:7]=[CH:6][C:5]([CH:8]([C:26]2[CH:31]=[CH:30][C:29]([CH:32]=O)=[CH:28][CH:27]=2)[N:9]2[CH2:12][C:11](=[C:13]([C:18]3[CH:23]=[C:22]([F:24])[CH:21]=[C:20]([F:25])[CH:19]=3)[S:14]([CH3:17])(=[O:16])=[O:15])[CH2:10]2)=[CH:4][CH:3]=1.C(O[BH-](OC(=O)C)OC(=O)C)(=O)C.[Na+].[NH:48]1[CH2:52][CH2:51][CH2:50][CH2:49]1.[OH-].[Na+]. (6) Given the product [CH3:35][C@:32]12[C@@:31]3([CH3:36])[C@@H:22]([C@:23]4([CH3:48])[C@@H:28]([CH2:29][CH2:30]3)[C:27]([CH3:37])([CH3:38])[C:26]([C:39]3[CH:40]=[CH:41][C:42]([C:43]([OH:45])=[O:44])=[CH:46][CH:47]=3)=[CH:25][CH2:24]4)[CH2:21][CH2:20][C@@H:19]1[C@H:18]1[C@H:49]([C:52]([CH3:54])=[CH2:53])[CH2:50][CH2:51][C@:17]1([NH:16][CH2:15][CH2:14][N:11]1[CH2:10][CH2:9][N:8]([CH3:6])[CH2:13][CH2:12]1)[CH2:34][CH2:33]2, predict the reactants needed to synthesize it. The reactants are: C(O[C:6]([N:8]1[CH2:13][CH2:12][N:11]([CH2:14][CH2:15][NH:16][C@:17]23[CH2:51][CH2:50][C@@H:49]([C:52]([CH3:54])=[CH2:53])[C@@H:18]2[C@@H:19]2[C@@:32]([CH3:35])([CH2:33][CH2:34]3)[C@@:31]3([CH3:36])[C@@H:22]([C@:23]4([CH3:48])[C@@H:28]([CH2:29][CH2:30]3)[C:27]([CH3:38])([CH3:37])[C:26]([C:39]3[CH:47]=[CH:46][C:42]([C:43]([OH:45])=[O:44])=[CH:41][CH:40]=3)=[CH:25][CH2:24]4)[CH2:21][CH2:20]2)[CH2:10][CH2:9]1)=O)(C)(C)C.CN1CCNCC1. (7) Given the product [Cl:2][C:3]1[C:8]([C:9]2[NH:11][CH:20]=[C:21]([C:23]3[N:24]([CH:28]([CH3:30])[CH3:29])[N:25]=[CH:26][N:27]=3)[N:10]=2)=[CH:7][N:6]=[C:5]([O:12][CH3:13])[CH:4]=1, predict the reactants needed to synthesize it. The reactants are: Cl.[Cl:2][C:3]1[C:8]([C:9]([NH2:11])=[NH:10])=[CH:7][N:6]=[C:5]([O:12][CH3:13])[CH:4]=1.C(=O)(O)[O-].[K+].Cl[CH2:20][C:21]([C:23]1[N:24]([CH:28]([CH3:30])[CH3:29])[N:25]=[CH:26][N:27]=1)=O. (8) Given the product [CH:13]([O:16][C:2]1[C:3]([C:4]#[N:5])=[CH:6][CH:7]=[C:8]([CH3:10])[N:9]=1)([CH3:15])[CH3:14], predict the reactants needed to synthesize it. The reactants are: Cl[C:2]1[N:9]=[C:8]([CH3:10])[CH:7]=[CH:6][C:3]=1[C:4]#[N:5].[H-].[Na+].[CH:13]([OH:16])([CH3:15])[CH3:14]. (9) Given the product [Cl:1][C:2]1[C:3]([F:31])=[C:4]([NH:8][CH:9]([C:11]2[CH:12]=[C:13]([C:28]([N:32]3[CH2:37][CH2:36][CH:35]([OH:38])[CH2:34][CH2:33]3)=[O:29])[CH:14]=[C:15]3[C:20]=2[O:19][C:18]([N:21]2[CH2:26][CH2:25][O:24][CH2:23][CH2:22]2)=[CH:17][C:16]3=[O:27])[CH3:10])[CH:5]=[CH:6][CH:7]=1, predict the reactants needed to synthesize it. The reactants are: [Cl:1][C:2]1[C:3]([F:31])=[C:4]([NH:8][CH:9]([C:11]2[CH:12]=[C:13]([C:28](O)=[O:29])[CH:14]=[C:15]3[C:20]=2[O:19][C:18]([N:21]2[CH2:26][CH2:25][O:24][CH2:23][CH2:22]2)=[CH:17][C:16]3=[O:27])[CH3:10])[CH:5]=[CH:6][CH:7]=1.[NH:32]1[CH2:37][CH2:36][CH:35]([OH:38])[CH2:34][CH2:33]1.